This data is from Reaction yield outcomes from USPTO patents with 853,638 reactions. The task is: Predict the reaction yield, written as a fraction of the theoretical maximum amount of product (1.0 means a 100% yield; for example, 0.34 means a 34% yield). (1) The reactants are [CH3:1][O:2][C:3]1[CH:4]=[C:5]2[C:10](=O)[O:9][C:7](=[O:8])[C:6]2=[CH:12][CH:13]=1.C([NH2:16])=O. No catalyst specified. The product is [CH3:1][O:2][C:3]1[CH:4]=[C:5]2[C:10](=[O:9])[NH:16][C:7](=[O:8])[C:6]2=[CH:12][CH:13]=1. The yield is 0.770. (2) The reactants are [Si:1]([O:8][CH2:9][CH2:10][C:11]1[CH:16]=[CH:15][N:14]=[CH:13][CH:12]=1)([C:4]([CH3:7])([CH3:6])[CH3:5])([CH3:3])[CH3:2].ClC1C=CC=C(C(OO)=[O:25])C=1. The catalyst is C(Cl)Cl. The product is [Si:1]([O:8][CH2:9][CH2:10][C:11]1[CH:12]=[CH:13][N+:14]([O-:25])=[CH:15][CH:16]=1)([C:4]([CH3:6])([CH3:7])[CH3:5])([CH3:3])[CH3:2]. The yield is 0.830. (3) The reactants are [N+:1]([CH2:3][C:4]([O:6]C)=O)#[C-:2].[NH:8]1[CH2:12][CH2:11][CH2:10][CH2:9]1. No catalyst specified. The product is [N+:1]([CH2:3][C:4]([N:8]1[CH2:12][CH2:11][CH2:10][CH2:9]1)=[O:6])#[C-:2]. The yield is 0.980.